From a dataset of Forward reaction prediction with 1.9M reactions from USPTO patents (1976-2016). Predict the product of the given reaction. Given the reactants Br[C:2]1[N:7]=[CH:6][C:5]([NH2:8])=[CH:4][CH:3]=1.[F:9][C:10]([F:21])([F:20])[C:11]1[CH:16]=[CH:15][CH:14]=[CH:13][C:12]=1B(O)O, predict the reaction product. The product is: [F:9][C:10]([F:21])([F:20])[C:11]1[CH:16]=[CH:15][CH:14]=[CH:13][C:12]=1[C:2]1[N:7]=[CH:6][C:5]([NH2:8])=[CH:4][CH:3]=1.